Dataset: Full USPTO retrosynthesis dataset with 1.9M reactions from patents (1976-2016). Task: Predict the reactants needed to synthesize the given product. Given the product [F:1][C:2]1[CH:10]=[C:9]2[C:5]([C:6]([C:11]3[CH:22]=[CH:21][C:14]4[N:15]=[C:16]([CH2:18][C:19]([NH2:20])=[O:24])[NH:17][C:13]=4[CH:12]=3)=[CH:7][NH:8]2)=[CH:4][CH:3]=1, predict the reactants needed to synthesize it. The reactants are: [F:1][C:2]1[CH:10]=[C:9]2[C:5]([C:6]([C:11]3[CH:22]=[CH:21][C:14]4[NH:15][C:16]([CH2:18][C:19]#[N:20])=[N:17][C:13]=4[CH:12]=3)=[CH:7][NH:8]2)=[CH:4][CH:3]=1.C([O-])([O-])=[O:24].[K+].[K+].OO.C(Cl)Cl.CO.